From a dataset of Forward reaction prediction with 1.9M reactions from USPTO patents (1976-2016). Predict the product of the given reaction. (1) Given the reactants C(O[C:6](=O)[NH:7][C:8]1[CH:13]=[C:12]([F:14])[C:11]([F:15])=[CH:10][C:9]=1[NH2:16])(C)(C)C.[CH:18]1([CH:24]=O)[CH2:23][CH2:22][CH2:21][CH2:20][CH2:19]1.Cl[C:27]1[CH:28]=[C:29]([CH2:33][C:34]([OH:36])=O)[CH:30]=[CH:31][CH:32]=1.[CH:37]1([N+:43]#[C-])[CH2:42][CH2:41][CH2:40][CH2:39][CH2:38]1.[ClH:45], predict the reaction product. The product is: [Cl:45][C:22]1[CH:23]=[C:18]([CH:19]=[CH:20][CH:21]=1)[CH2:24][C:6]1[N:7]([CH:33]([CH:29]2[CH2:28][CH2:27][CH2:32][CH2:31][CH2:30]2)[C:34]([NH:43][CH:37]2[CH2:42][CH2:41][CH2:40][CH2:39][CH2:38]2)=[O:36])[C:8]2[CH:13]=[C:12]([F:14])[C:11]([F:15])=[CH:10][C:9]=2[N:16]=1. (2) Given the reactants [NH2:1][CH2:2][C:3]1[CH:4]=[C:5]([C:9]2[N:10]([CH3:21])[C:11]3[C:16]([C:17]=2[C:18]#[N:19])=[CH:15][CH:14]=[C:13]([Cl:20])[CH:12]=3)[CH:6]=[N:7][CH:8]=1.[C:22](Cl)(=[O:26])[CH2:23][CH2:24][CH3:25].C(N(CC)CC)C, predict the reaction product. The product is: [Cl:20][C:13]1[CH:12]=[C:11]2[C:16]([C:17]([C:18]#[N:19])=[C:9]([C:5]3[CH:4]=[C:3]([CH2:2][NH:1][C:22](=[O:26])[CH2:23][CH2:24][CH3:25])[CH:8]=[N:7][CH:6]=3)[N:10]2[CH3:21])=[CH:15][CH:14]=1.